Predict the reaction yield, written as a fraction of the theoretical maximum amount of product (1.0 means a 100% yield; for example, 0.34 means a 34% yield). From a dataset of Reaction yield outcomes from USPTO patents with 853,638 reactions. (1) The reactants are [Br:1][C:2]1[CH:3]=[CH:4][CH:5]=[C:6]2[C:11]=1[N:10]=[C:9]([NH:12][C:13]([CH3:16])([CH3:15])[CH3:14])[N:8]=[CH:7]2.[H-].[Na+].[CH3:19]I. The catalyst is C1COCC1.[Cl-].[Na+].O. The product is [Br:1][C:2]1[CH:3]=[CH:4][CH:5]=[C:6]2[C:11]=1[N:10]=[C:9]([N:12]([C:13]([CH3:16])([CH3:15])[CH3:14])[CH3:19])[N:8]=[CH:7]2. The yield is 0.820. (2) The reactants are [Cl-].O[NH3+:3].[C:4](=[O:7])([O-])[OH:5].[Na+].CS(C)=O.[CH:13]1([C:16]2[N:17]=[C:18]([CH3:48])[N:19]([C:38]3[CH:39]=[CH:40][C:41]4[O:45][CH:44]([CH3:46])[CH2:43][C:42]=4[CH:47]=3)[C:20](=[O:37])[C:21]=2[CH2:22][C:23]2[CH:28]=[CH:27][C:26]([C:29]3[C:30]([C:35]#[N:36])=[CH:31][CH:32]=[CH:33][CH:34]=3)=[CH:25][CH:24]=2)[CH2:15][CH2:14]1. The catalyst is C(OCC)(=O)C. The product is [CH:13]1([C:16]2[N:17]=[C:18]([CH3:48])[N:19]([C:38]3[CH:39]=[CH:40][C:41]4[O:45][CH:44]([CH3:46])[CH2:43][C:42]=4[CH:47]=3)[C:20](=[O:37])[C:21]=2[CH2:22][C:23]2[CH:24]=[CH:25][C:26]([C:29]3[CH:34]=[CH:33][CH:32]=[CH:31][C:30]=3[C:35]3[NH:3][C:4](=[O:7])[O:5][N:36]=3)=[CH:27][CH:28]=2)[CH2:15][CH2:14]1. The yield is 0.350. (3) The reactants are [Cl:1][C:2]1[CH:7]=[CH:6][N+:5]([O-])=[C:4]([CH2:9][CH2:10][C:11]([O:13][C:14]([CH3:17])([CH3:16])[CH3:15])=[O:12])[CH:3]=1.C[Si]([C:22]#[N:23])(C)C.CN(C)C(Cl)=O. The catalyst is C(#N)C. The product is [Cl:1][C:2]1[CH:7]=[C:6]([C:22]#[N:23])[N:5]=[C:4]([CH2:9][CH2:10][C:11]([O:13][C:14]([CH3:17])([CH3:16])[CH3:15])=[O:12])[CH:3]=1. The yield is 0.910. (4) The reactants are Cl[SiH:2]1[N:6]([C:7]([CH3:10])([CH3:9])[CH3:8])[CH:5]=[CH:4][N:3]1[C:11]([CH3:14])([CH3:13])[CH3:12].[CH2:15]([NH2:18])[CH2:16][CH3:17]. The catalyst is CCCCCC. The product is [C:11]([N:3]1[CH:4]=[CH:5][N:6]([C:7]([CH3:10])([CH3:9])[CH3:8])[SiH:2]1[NH:18][CH2:15][CH2:16][CH3:17])([CH3:14])([CH3:13])[CH3:12]. The yield is 0.920. (5) The reactants are [CH3:1][O:2][C:3](=[O:14])[C:4]1[CH:9]=[CH:8][C:7](F)=[C:6]([N+:11]([O-:13])=[O:12])[CH:5]=1.C[N:16]([CH:18]=O)C.C(=O)([O-])[O-].[K+].[K+]. The catalyst is O. The product is [CH3:1][O:2][C:3](=[O:14])[C:4]1[CH:9]=[CH:8][C:7]([NH:16][CH2:18][CH:4]2[CH2:9][CH2:8][CH2:7][CH2:6][CH2:5]2)=[C:6]([N+:11]([O-:13])=[O:12])[CH:5]=1. The yield is 1.00. (6) The reactants are [Cl:1][C:2]1[C:3]([OH:9])=[CH:4][C:5](=[O:8])[NH:6][CH:7]=1.O[CH:11]1[CH2:16][CH2:15][N:14]([C:17]([O:19][C:20]([CH3:23])([CH3:22])[CH3:21])=[O:18])[CH2:13][CH2:12]1.C1(P(C2C=CC=CC=2)C2C=CC=CC=2)C=CC=CC=1.N(C(OC(C)C)=O)=NC(OC(C)C)=O. The catalyst is C(Cl)(Cl)Cl.CN(C=O)C. The product is [Cl:1][C:2]1[C:3]([O:9][CH:11]2[CH2:16][CH2:15][N:14]([C:17]([O:19][C:20]([CH3:23])([CH3:22])[CH3:21])=[O:18])[CH2:13][CH2:12]2)=[CH:4][C:5](=[O:8])[NH:6][CH:7]=1. The yield is 0.584.